This data is from Catalyst prediction with 721,799 reactions and 888 catalyst types from USPTO. The task is: Predict which catalyst facilitates the given reaction. (1) Reactant: FC(F)(F)C(O)=[O:4].[C:8]1([C:14]2[NH:15][C:16]([C:25]3[CH:30]=[CH:29][N:28]=[C:27]([NH:31]C(=O)OC(C)(C)C)[CH:26]=3)=[C:17]([C:19]3[CH:24]=[CH:23][N:22]=[CH:21][CH:20]=3)[N:18]=2)[CH:13]=[CH:12][CH:11]=[CH:10][CH:9]=1. Product: [NH4+:15].[OH-:4].[C:8]1([C:14]2[NH:15][C:16]([C:25]3[CH:30]=[CH:29][N:28]=[C:27]([NH2:31])[CH:26]=3)=[C:17]([C:19]3[CH:20]=[CH:21][N:22]=[CH:23][CH:24]=3)[N:18]=2)[CH:9]=[CH:10][CH:11]=[CH:12][CH:13]=1. The catalyst class is: 4. (2) Product: [C:25]([C:2]1[CH:3]=[C:4]2[C:9](=[CH:10][CH:11]=1)[N:8]([CH2:12][C:13]([O:15][CH2:16][CH3:17])=[O:14])[C:7](=[O:18])[CH:6]=[CH:5]2)#[N:26]. The catalyst class is: 257. Reactant: Br[C:2]1[CH:3]=[C:4]2[C:9](=[CH:10][CH:11]=1)[N:8]([CH2:12][C:13]([O:15][CH2:16][CH3:17])=[O:14])[C:7](=[O:18])[CH:6]=[CH:5]2.C(OCC)(=O)C.[CH3:25][N:26](C)C=O. (3) Reactant: [Cl:1][C:2]1[CH:8]=[CH:7][C:6]([C:9]([F:12])([F:11])[F:10])=[CH:5][C:3]=1[NH2:4].[CH3:13][C:14]1[CH:19]=[CH:18][C:17]([S:20](Cl)(=[O:22])=[O:21])=[CH:16][CH:15]=1. Product: [Cl:1][C:2]1[CH:8]=[CH:7][C:6]([C:9]([F:10])([F:11])[F:12])=[CH:5][C:3]=1[NH:4][S:20]([C:17]1[CH:18]=[CH:19][C:14]([CH3:13])=[CH:15][CH:16]=1)(=[O:22])=[O:21]. The catalyst class is: 17. (4) Reactant: [Br:1][C:2]1[CH:7]=[CH:6][C:5]([NH:8][C:9](=[O:14])[CH2:10][CH2:11][CH2:12]Cl)=[C:4]([C:15]#[N:16])[CH:3]=1.[H-].[Na+]. Product: [Br:1][C:2]1[CH:7]=[CH:6][C:5]([N:8]2[CH2:12][CH2:11][CH2:10][C:9]2=[O:14])=[C:4]([CH:3]=1)[C:15]#[N:16]. The catalyst class is: 504. (5) Reactant: C([O:4][CH2:5][CH2:6][C:7]1[S:8][C:9]([CH2:12][CH2:13][C:14]2[CH:19]=[CH:18][C:17]([N:20]3[CH2:25][CH2:24][N:23]([C:26](=[O:28])[CH3:27])[CH2:22][CH2:21]3)=[CH:16][N:15]=2)=[CH:10][CH:11]=1)(=O)C.[OH-].[Na+].O.Cl. Product: [C:26]([N:23]1[CH2:24][CH2:25][N:20]([C:17]2[CH:18]=[CH:19][C:14]([CH2:13][CH2:12][C:9]3[S:8][C:7]([CH2:6][CH2:5][OH:4])=[CH:11][CH:10]=3)=[N:15][CH:16]=2)[CH2:21][CH2:22]1)(=[O:28])[CH3:27]. The catalyst class is: 12. (6) Reactant: [CH2:1]([O:8][C:9]([N:11]1[CH2:15][CH2:14][CH2:13][C@H:12]1[C:16]1[N:17]=[C:18]2[C:23](Br)=[CH:22][CH:21]=[CH:20][N:19]2[CH:25]=1)=[O:10])[C:2]1[CH:7]=[CH:6][CH:5]=[CH:4][CH:3]=1.[F:26][C:27]([F:38])([F:37])[C:28]1[CH:33]=[CH:32][CH:31]=[CH:30][C:29]=1B(O)O.C(=O)([O-])[O-].[K+].[K+]. Product: [CH2:1]([O:8][C:9]([N:11]1[CH2:15][CH2:14][CH2:13][C@H:12]1[C:16]1[N:17]=[C:18]2[C:23]([C:29]3[CH:30]=[CH:31][CH:32]=[CH:33][C:28]=3[C:27]([F:38])([F:37])[F:26])=[CH:22][CH:21]=[CH:20][N:19]2[CH:25]=1)=[O:10])[C:2]1[CH:7]=[CH:6][CH:5]=[CH:4][CH:3]=1. The catalyst class is: 73. (7) Reactant: [Cl:1][C:2]1[CH:7]=[CH:6][C:5]([CH:8]2[CH:12]([C:13]3[CH:18]=[CH:17][C:16]([Cl:19])=[CH:15][CH:14]=3)[NH:11][C:10]([C:20]3[CH:25]=[CH:24][C:23](I)=[CH:22][C:21]=3[O:27][CH2:28][CH3:29])=[N:9]2)=[CH:4][CH:3]=1.C([Sn](CCCC)(CCCC)[C:35]([O:37][CH2:38][CH3:39])=[CH2:36])CCC. Product: [Cl:1][C:2]1[CH:7]=[CH:6][C:5]([CH:8]2[CH:12]([C:13]3[CH:18]=[CH:17][C:16]([Cl:19])=[CH:15][CH:14]=3)[NH:11][C:10]([C:20]3[CH:25]=[CH:24][C:23]([C:35]([O:37][CH2:38][CH3:39])=[CH2:36])=[CH:22][C:21]=3[O:27][CH2:28][CH3:29])=[N:9]2)=[CH:4][CH:3]=1. The catalyst class is: 11. (8) Reactant: [OH-].[K+].C(O)C.C([O:8][C:9](=[O:32])[C:10]([N:16]([CH3:31])[C:17]([C:19]1[CH:24]=[CH:23][C:22]([C:25]2[CH:30]=[CH:29][CH:28]=[CH:27][CH:26]=2)=[CH:21][CH:20]=1)=[O:18])([CH3:15])[C:11]([NH:13][CH3:14])=[O:12])C.S([O-])(O)(=O)=O.[K+]. Product: [C:9]([C:10]([N:16]([CH3:31])[C:17]([C:19]1[CH:20]=[CH:21][C:22]([C:25]2[CH:30]=[CH:29][CH:28]=[CH:27][CH:26]=2)=[CH:23][CH:24]=1)=[O:18])([CH3:15])[C:11]([NH:13][CH3:14])=[O:12])([OH:32])=[O:8]. The catalyst class is: 90. (9) Reactant: [F:1][C:2]([F:24])([F:23])[C:3]1[CH:4]=[C:5]([C:13]2[N:17]=[CH:16][N:15](/[CH:18]=[CH:19]\[C:20]([OH:22])=O)[N:14]=2)[CH:6]=[C:7]([C:9]([F:12])([F:11])[F:10])[CH:8]=1.C[N:26]([C:28](=[O:36])[CH2:29][N:30]1[CH2:35][CH2:34][O:33][CH2:32][CH2:31]1)[NH2:27].[CH2:37](P1(=O)OP(CCC)(=O)OP(CCC)(=O)O1)CC.CCN(C(C)C)C(C)C. Product: [F:11][C:9]([F:12])([F:10])[C:7]1[CH:6]=[C:5]([C:13]2[N:17]=[CH:16][N:15](/[CH:18]=[CH:19]\[C:20]([N:26]([C:28](=[O:36])[CH2:29][N:30]3[CH2:35][CH2:34][O:33][CH2:32][CH2:31]3)[NH:27][CH3:37])=[O:22])[N:14]=2)[CH:4]=[C:3]([C:2]([F:24])([F:23])[F:1])[CH:8]=1. The catalyst class is: 49.